Dataset: NCI-60 drug combinations with 297,098 pairs across 59 cell lines. Task: Regression. Given two drug SMILES strings and cell line genomic features, predict the synergy score measuring deviation from expected non-interaction effect. (1) Drug 1: CCCS(=O)(=O)NC1=C(C(=C(C=C1)F)C(=O)C2=CNC3=C2C=C(C=N3)C4=CC=C(C=C4)Cl)F. Drug 2: CCC1(CC2CC(C3=C(CCN(C2)C1)C4=CC=CC=C4N3)(C5=C(C=C6C(=C5)C78CCN9C7C(C=CC9)(C(C(C8N6C=O)(C(=O)OC)O)OC(=O)C)CC)OC)C(=O)OC)O.OS(=O)(=O)O. Cell line: IGROV1. Synergy scores: CSS=21.3, Synergy_ZIP=-4.60, Synergy_Bliss=0.168, Synergy_Loewe=-16.1, Synergy_HSA=-1.67. (2) Drug 1: C1CN1C2=NC(=NC(=N2)N3CC3)N4CC4. Drug 2: CC(CN1CC(=O)NC(=O)C1)N2CC(=O)NC(=O)C2. Cell line: MALME-3M. Synergy scores: CSS=18.8, Synergy_ZIP=-4.42, Synergy_Bliss=3.47, Synergy_Loewe=0.888, Synergy_HSA=4.94. (3) Drug 1: CC1CCC2CC(C(=CC=CC=CC(CC(C(=O)C(C(C(=CC(C(=O)CC(OC(=O)C3CCCCN3C(=O)C(=O)C1(O2)O)C(C)CC4CCC(C(C4)OC)O)C)C)O)OC)C)C)C)OC. Drug 2: CC1=C(C(=O)C2=C(C1=O)N3CC4C(C3(C2COC(=O)N)OC)N4)N. Cell line: DU-145. Synergy scores: CSS=58.3, Synergy_ZIP=-1.32, Synergy_Bliss=-1.06, Synergy_Loewe=2.35, Synergy_HSA=2.67. (4) Synergy scores: CSS=42.0, Synergy_ZIP=5.63, Synergy_Bliss=5.34, Synergy_Loewe=8.70, Synergy_HSA=11.3. Cell line: MCF7. Drug 1: C1=C(C(=O)NC(=O)N1)N(CCCl)CCCl. Drug 2: CC1CCC2CC(C(=CC=CC=CC(CC(C(=O)C(C(C(=CC(C(=O)CC(OC(=O)C3CCCCN3C(=O)C(=O)C1(O2)O)C(C)CC4CCC(C(C4)OC)OCCO)C)C)O)OC)C)C)C)OC. (5) Drug 1: CC1C(C(CC(O1)OC2CC(CC3=C2C(=C4C(=C3O)C(=O)C5=C(C4=O)C(=CC=C5)OC)O)(C(=O)C)O)N)O.Cl. Drug 2: C(CCl)NC(=O)N(CCCl)N=O. Cell line: HOP-62. Synergy scores: CSS=15.8, Synergy_ZIP=-2.83, Synergy_Bliss=1.98, Synergy_Loewe=-34.9, Synergy_HSA=-2.63. (6) Cell line: UO-31. Drug 2: B(C(CC(C)C)NC(=O)C(CC1=CC=CC=C1)NC(=O)C2=NC=CN=C2)(O)O. Drug 1: CCC1(C2=C(COC1=O)C(=O)N3CC4=CC5=C(C=CC(=C5CN(C)C)O)N=C4C3=C2)O.Cl. Synergy scores: CSS=54.5, Synergy_ZIP=-4.99, Synergy_Bliss=-4.57, Synergy_Loewe=-13.2, Synergy_HSA=-4.99. (7) Drug 1: C1=CN(C(=O)N=C1N)C2C(C(C(O2)CO)O)O.Cl. Drug 2: CCN(CC)CCCC(C)NC1=C2C=C(C=CC2=NC3=C1C=CC(=C3)Cl)OC. Cell line: A549. Synergy scores: CSS=38.9, Synergy_ZIP=0.910, Synergy_Bliss=1.37, Synergy_Loewe=-15.5, Synergy_HSA=2.18.